Task: Binary Classification. Given a drug SMILES string, predict its activity (active/inactive) in a high-throughput screening assay against a specified biological target.. Dataset: Orexin1 receptor HTS with 218,158 compounds and 233 confirmed actives The compound is Clc1c(NC(=O)CSCc2[nH]c(=O)c3c(c(sc3n2)C)C)c(Cl)ccc1. The result is 0 (inactive).